Dataset: Forward reaction prediction with 1.9M reactions from USPTO patents (1976-2016). Task: Predict the product of the given reaction. (1) Given the reactants [BH4-].[Na+].[CH3:3][O:4][CH2:5][CH2:6][O:7][CH2:8][C:9]1[CH:14]=[CH:13][C:12]([C@H:15]2[C@H:20]([O:21][CH2:22][C@H:23]3[CH2:25][O:24]3)[CH2:19][N:18]([S:26]([C:29]3[CH:34]=[CH:33][C:32]([CH3:35])=[CH:31][CH:30]=3)(=[O:28])=[O:27])[CH2:17][C@@H:16]2[CH2:36][CH2:37][C:38]2[CH:39]=[CH:40][C:41]3[O:46][CH2:45][CH2:44][N:43]([CH2:47][CH2:48][CH2:49][O:50][CH3:51])[C:42]=3[CH:52]=2)=[CH:11][CH:10]=1.[Cl-].[NH4+], predict the reaction product. The product is: [CH3:3][O:4][CH2:5][CH2:6][O:7][CH2:8][C:9]1[CH:14]=[CH:13][C:12]([C@@H:15]2[C@@H:16]([CH2:36][CH2:37][C:38]3[CH:39]=[CH:40][C:41]4[O:46][CH2:45][CH2:44][N:43]([CH2:47][CH2:48][CH2:49][O:50][CH3:51])[C:42]=4[CH:52]=3)[CH2:17][N:18]([S:26]([C:29]3[CH:34]=[CH:33][C:32]([CH3:35])=[CH:31][CH:30]=3)(=[O:27])=[O:28])[CH2:19][C@H:20]2[O:21][CH2:22][C@H:23]([OH:24])[CH3:25])=[CH:11][CH:10]=1. (2) Given the reactants [Cl:1][C:2]1[CH:3]=[C:4]([CH:15]=[C:16]([Cl:18])[CH:17]=1)[CH2:5][C:6]1[C:7]([CH2:13][CH3:14])=[N:8][NH:9][C:10]=1[CH2:11][CH3:12].Cl.Cl[CH2:21][CH2:22][NH2:23], predict the reaction product. The product is: [Cl:1][C:2]1[CH:3]=[C:4]([CH:15]=[C:16]([Cl:18])[CH:17]=1)[CH2:5][C:6]1[C:10]([CH2:11][CH3:12])=[N:9][N:8]([CH2:21][CH2:22][NH2:23])[C:7]=1[CH2:13][CH3:14].